Dataset: NCI-60 drug combinations with 297,098 pairs across 59 cell lines. Task: Regression. Given two drug SMILES strings and cell line genomic features, predict the synergy score measuring deviation from expected non-interaction effect. (1) Drug 1: CC1=C(C=C(C=C1)C(=O)NC2=CC(=CC(=C2)C(F)(F)F)N3C=C(N=C3)C)NC4=NC=CC(=N4)C5=CN=CC=C5. Drug 2: CCCCCOC(=O)NC1=NC(=O)N(C=C1F)C2C(C(C(O2)C)O)O. Cell line: MCF7. Synergy scores: CSS=-4.95, Synergy_ZIP=1.56, Synergy_Bliss=-1.10, Synergy_Loewe=-4.49, Synergy_HSA=-4.26. (2) Drug 1: CN1CCC(CC1)COC2=C(C=C3C(=C2)N=CN=C3NC4=C(C=C(C=C4)Br)F)OC. Drug 2: C1=CC(=CC=C1CCC2=CNC3=C2C(=O)NC(=N3)N)C(=O)NC(CCC(=O)O)C(=O)O. Cell line: NCI/ADR-RES. Synergy scores: CSS=23.5, Synergy_ZIP=-2.59, Synergy_Bliss=4.23, Synergy_Loewe=1.67, Synergy_HSA=6.10. (3) Cell line: SNB-75. Drug 1: C1=C(C(=O)NC(=O)N1)F. Synergy scores: CSS=27.1, Synergy_ZIP=-2.85, Synergy_Bliss=2.25, Synergy_Loewe=1.62, Synergy_HSA=1.78. Drug 2: CC1=C(C=C(C=C1)C(=O)NC2=CC(=CC(=C2)C(F)(F)F)N3C=C(N=C3)C)NC4=NC=CC(=N4)C5=CN=CC=C5. (4) Drug 1: CCN(CC)CCCC(C)NC1=C2C=C(C=CC2=NC3=C1C=CC(=C3)Cl)OC. Drug 2: CC1C(C(CC(O1)OC2CC(CC3=C2C(=C4C(=C3O)C(=O)C5=CC=CC=C5C4=O)O)(C(=O)C)O)N)O. Cell line: HOP-92. Synergy scores: CSS=57.7, Synergy_ZIP=-1.08, Synergy_Bliss=1.39, Synergy_Loewe=6.42, Synergy_HSA=8.07. (5) Drug 1: C1CCN(CC1)CCOC2=CC=C(C=C2)C(=O)C3=C(SC4=C3C=CC(=C4)O)C5=CC=C(C=C5)O. Drug 2: CC(C)CN1C=NC2=C1C3=CC=CC=C3N=C2N. Cell line: SR. Synergy scores: CSS=-4.85, Synergy_ZIP=4.89, Synergy_Bliss=-0.847, Synergy_Loewe=-2.63, Synergy_HSA=-7.17. (6) Drug 1: C1=NC(=NC(=O)N1C2C(C(C(O2)CO)O)O)N. Drug 2: C1=CC=C(C=C1)NC(=O)CCCCCCC(=O)NO. Cell line: SNB-19. Synergy scores: CSS=6.38, Synergy_ZIP=-4.97, Synergy_Bliss=-0.282, Synergy_Loewe=-2.40, Synergy_HSA=-2.08. (7) Drug 1: CS(=O)(=O)C1=CC(=C(C=C1)C(=O)NC2=CC(=C(C=C2)Cl)C3=CC=CC=N3)Cl. Drug 2: C1=CC=C(C=C1)NC(=O)CCCCCCC(=O)NO. Cell line: SR. Synergy scores: CSS=53.0, Synergy_ZIP=7.90, Synergy_Bliss=8.77, Synergy_Loewe=-5.93, Synergy_HSA=10.7. (8) Drug 1: C1C(C(OC1N2C=NC3=C(N=C(N=C32)Cl)N)CO)O. Drug 2: CC=C1C(=O)NC(C(=O)OC2CC(=O)NC(C(=O)NC(CSSCCC=C2)C(=O)N1)C(C)C)C(C)C. Cell line: CCRF-CEM. Synergy scores: CSS=81.4, Synergy_ZIP=0.408, Synergy_Bliss=0.819, Synergy_Loewe=-3.25, Synergy_HSA=1.31.